Predict the reactants needed to synthesize the given product. From a dataset of Full USPTO retrosynthesis dataset with 1.9M reactions from patents (1976-2016). (1) Given the product [CH3:13][C:4]1([CH3:14])[C:3](=[O:15])[C:2]([C:28]2[CH:27]=[CH:26][C:25]([O:24][CH2:23][C:20]3[CH:19]=[CH:18][C:17]([CH3:16])=[CH:22][N:21]=3)=[CH:30][CH:29]=2)=[C:6]([C:7]2[CH:12]=[CH:11][N:10]=[CH:9][CH:8]=2)[O:5]1, predict the reactants needed to synthesize it. The reactants are: Br[C:2]1[C:3](=[O:15])[C:4]([CH3:14])([CH3:13])[O:5][C:6]=1[C:7]1[CH:12]=[CH:11][N:10]=[CH:9][CH:8]=1.[CH3:16][C:17]1[CH:18]=[CH:19][C:20]([CH2:23][O:24][C:25]2[CH:30]=[CH:29][C:28](B3OC(C)(C)C(C)(C)O3)=[CH:27][CH:26]=2)=[N:21][CH:22]=1.C([O-])([O-])=O.[Cs+].[Cs+]. (2) Given the product [Cl:17][C:11]1[CH:10]=[C:9]([CH:14]=[CH:13][C:12]=1[O:15][CH3:16])[NH:8][C:6]1[N:5]=[C:4]([NH:18][CH:19]2[CH2:25][CH2:24][CH2:23][CH2:22][CH2:21][CH2:20]2)[N:3]=[C:2]([O:34][C:33]2[C:32](=[O:35])[CH:31]=[CH:30][O:29][C:28]=2[CH2:26][CH3:27])[N:7]=1, predict the reactants needed to synthesize it. The reactants are: Cl[C:2]1[N:7]=[C:6]([NH:8][C:9]2[CH:14]=[CH:13][C:12]([O:15][CH3:16])=[C:11]([Cl:17])[CH:10]=2)[N:5]=[C:4]([NH:18][CH:19]2[CH2:25][CH2:24][CH2:23][CH2:22][CH2:21][CH2:20]2)[N:3]=1.[CH2:26]([C:28]1[O:29][CH:30]=[CH:31][C:32](=[O:35])[C:33]=1[OH:34])[CH3:27].C([O-])([O-])=O.[K+].[K+]. (3) Given the product [O:19]1[CH2:20][CH2:21][N:16]([C:5]2[N:10]=[CH:9][C:8]([C:11]([O:13][CH2:14][CH3:15])=[O:12])=[CH:7][N:6]=2)[CH2:17][CH2:18]1, predict the reactants needed to synthesize it. The reactants are: CS([C:5]1[N:10]=[CH:9][C:8]([C:11]([O:13][CH2:14][CH3:15])=[O:12])=[CH:7][N:6]=1)(=O)=O.[NH:16]1[CH2:21][CH2:20][O:19][CH2:18][CH2:17]1. (4) Given the product [CH3:24][O:23][C:18]1[CH:19]=[CH:20][CH:21]=[CH:22][C:17]=1[C:13]1[NH:14][C:15](=[O:16])[C:10]2[CH2:9][N:8]([C:28]([O:30][CH2:31][CH3:32])=[O:29])[CH2:26][CH2:25][C:11]=2[N:12]=1, predict the reactants needed to synthesize it. The reactants are: C([N:8]1[CH2:26][CH2:25][C:11]2[N:12]=[C:13]([C:17]3[CH:22]=[CH:21][CH:20]=[CH:19][C:18]=3[O:23][CH3:24])[NH:14][C:15](=[O:16])[C:10]=2[CH2:9]1)C1C=CC=CC=1.Cl[C:28]([O:30][CH2:31][CH3:32])=[O:29]. (5) Given the product [Br:1][C:2]1[CH:3]=[CH:4][C:5]([F:10])=[C:6](/[CH:7]=[C:19](\[NH:18][C:16]([O:15][C:11]([CH3:14])([CH3:13])[CH3:12])=[O:17])/[C:20]([O:22][CH3:23])=[O:21])[CH:9]=1, predict the reactants needed to synthesize it. The reactants are: [Br:1][C:2]1[CH:3]=[CH:4][C:5]([F:10])=[C:6]([CH:9]=1)[CH:7]=O.[C:11]([O:15][C:16]([NH:18][CH:19](P(OC)(OC)=O)[C:20]([O:22][CH3:23])=[O:21])=[O:17])([CH3:14])([CH3:13])[CH3:12].O.C(OCC)(=O)C. (6) Given the product [CH2:1]([N:9]1[CH:13]=[C:12]([C:14]2[C:22]3[C:17](=[N:18][CH:19]=[C:20]([C:23]4[CH:24]=[N:25][N:26]([CH:28]5[CH2:33][CH2:32][N:31]([C:34]([O:36][C:37]([CH3:40])([CH3:39])[CH3:38])=[O:35])[CH2:30][CH2:29]5)[CH:27]=4)[CH:21]=3)[NH:16][CH:15]=2)[CH:11]=[N:10]1)[CH2:2][C:3]1[CH:8]=[CH:7][CH:6]=[CH:5][CH:4]=1, predict the reactants needed to synthesize it. The reactants are: [CH2:1]([N:9]1[CH:13]=[C:12]([C:14]2[C:22]3[C:17](=[N:18][CH:19]=[C:20]([C:23]4[CH:24]=[N:25][N:26]([CH:28]5[CH2:33][CH2:32][N:31]([C:34]([O:36][C:37]([CH3:40])([CH3:39])[CH3:38])=[O:35])[CH2:30][CH2:29]5)[CH:27]=4)[CH:21]=3)[N:16](S(C3C=CC(C)=CC=3)(=O)=O)[CH:15]=2)[CH:11]=[N:10]1)[CH2:2][C:3]1[CH:8]=[CH:7][CH:6]=[CH:5][CH:4]=1.[OH-].[Li+]. (7) Given the product [CH3:28][C:18]1[CH:19]=[C:20]([CH2:23][C:24]([O:26][CH3:27])=[O:25])[CH:21]=[CH:22][C:17]=1[O:6][S:3]([C:2]([F:15])([F:14])[F:1])(=[O:5])=[O:4], predict the reactants needed to synthesize it. The reactants are: [F:1][C:2]([F:15])([F:14])[S:3]([O:6]S(C(F)(F)F)(=O)=O)(=[O:5])=[O:4].O[C:17]1[CH:22]=[CH:21][C:20]([CH2:23][C:24]([O:26][CH3:27])=[O:25])=[CH:19][C:18]=1[CH3:28].C(N(CC)CC)C.